This data is from Peptide-MHC class I binding affinity with 185,985 pairs from IEDB/IMGT. The task is: Regression. Given a peptide amino acid sequence and an MHC pseudo amino acid sequence, predict their binding affinity value. This is MHC class I binding data. The peptide sequence is MPVGGQSSF. The MHC is HLA-B46:01 with pseudo-sequence HLA-B46:01. The binding affinity (normalized) is 0.0847.